From a dataset of Full USPTO retrosynthesis dataset with 1.9M reactions from patents (1976-2016). Predict the reactants needed to synthesize the given product. The reactants are: [OH:1][CH2:2][C@H:3]([NH:10][C:11](=[O:17])[O:12][C:13]([CH3:16])([CH3:15])[CH3:14])[C:4]1[CH:9]=[CH:8][CH:7]=[CH:6][CH:5]=1.CC(OI1(OC(C)=O)(OC(C)=O)OC(=O)C2C=CC=CC1=2)=O. Given the product [O:1]=[CH:2][C@H:3]([NH:10][C:11](=[O:17])[O:12][C:13]([CH3:15])([CH3:14])[CH3:16])[C:4]1[CH:9]=[CH:8][CH:7]=[CH:6][CH:5]=1, predict the reactants needed to synthesize it.